This data is from Experimentally validated miRNA-target interactions with 360,000+ pairs, plus equal number of negative samples. The task is: Binary Classification. Given a miRNA mature sequence and a target amino acid sequence, predict their likelihood of interaction. (1) The miRNA is mmu-miR-1955-3p with sequence GAGCAUUGCAUGCUGGGACAU. The protein sequence of the target gene is MSRELHDVDLAEVKPLVEKGESITGLLQEFDVQEQDIETLHGSLHVTLCGTPKGNRPVILTYHDIGMNHKTCYNPLFNSEDMQEITQHFAVCHVDAPGQQDGAPSFPVGYMYPSMDQLAEMLPGVLHQFGLKSVIGMGTGAGAYILTRFALNNPEMVEGLVLMNVNPCAEGWMDWAASKISGWTQALPDMVVSHLFGKEEIHNNVEVVHTYRQHILNDMNPSNLHLFISAYNSRRDLEIERPMPGTHTVTLQCPALLVVGDNSPAVDAVVECNSKLDPTKTTLLKMADCGGLPQISQPAK.... Result: 0 (no interaction). (2) The miRNA is rno-miR-335 with sequence UCAAGAGCAAUAACGAAAAAUGU. The protein sequence of the target gene is MSRSATLLLCLLGCHVWKAVTKTLREPGAGAQEVTLKVHISDASTHQPVADALIEIFTNQASIASGTSGTDGVAFIKFQYKLGSQLIVTASKHAYVPNSAPWKPIRLPVFSSLSLGLLPERSATLMVYEDVVQIVSGFQGARPQPRVHFQRRALRLPENTSYSDLTAFLTAASSPSEVDSFPYLRGLDGNGTGNSTRHDLTPVTAVSVHLLSSNGTPVLVDGPIYVTVPLATQSSLRHNAYVAAWRFDQKLGTWLKSGLGLVHQEGSQLTWTYIAPQLGYWVAAMSPPIPGPVVTQDITT.... Result: 0 (no interaction).